This data is from Forward reaction prediction with 1.9M reactions from USPTO patents (1976-2016). The task is: Predict the product of the given reaction. (1) Given the reactants [CH2:1]([O:8][C:9]1[CH:18]=[C:17]2[C:12]([C:13](=O)[NH:14][CH:15]=[N:16]2)=[CH:11][C:10]=1[O:20][CH3:21])[C:2]1[CH:7]=[CH:6][CH:5]=[CH:4][CH:3]=1.S(Cl)([Cl:24])=O, predict the reaction product. The product is: [CH2:1]([O:8][C:9]1[CH:18]=[C:17]2[C:12]([C:13]([Cl:24])=[N:14][CH:15]=[N:16]2)=[CH:11][C:10]=1[O:20][CH3:21])[C:2]1[CH:7]=[CH:6][CH:5]=[CH:4][CH:3]=1. (2) Given the reactants Cl[C:2]1[N:7]=[C:6]([O:8][C:9]2[CH:10]=[C:11]3[C:16](=[CH:17][CH:18]=2)[C:15]([C:19]([NH:21][CH2:22][CH2:23][N:24]2[CH2:29][CH2:28][O:27][CH2:26][CH2:25]2)=[O:20])=[CH:14][CH:13]=[CH:12]3)[CH:5]=[CH:4][N:3]=1.[N:30]1[CH:35]=[CH:34][C:33](CN)=[CH:32][CH:31]=1.[CH3:38][NH:39]C1N=CN=C(OC2C=C3C(=CC=2)C(C(NCCN2CCOCC2)=O)=CC=C3)C=1, predict the reaction product. The product is: [N:24]1([CH2:23][CH2:22][NH:21][C:19]([C:15]2[C:16]3[C:11](=[CH:10][C:9]([O:8][C:6]4[CH:5]=[CH:4][N:3]=[C:2]([NH:39][CH2:38][C:34]5[CH:35]=[N:30][CH:31]=[CH:32][CH:33]=5)[N:7]=4)=[CH:18][CH:17]=3)[CH:12]=[CH:13][CH:14]=2)=[O:20])[CH2:29][CH2:28][O:27][CH2:26][CH2:25]1. (3) Given the reactants [NH2:1][C:2]1[C:10]2[N:9]=[C:8]([CH2:11][OH:12])[N:7]([CH3:13])[C:6]=2[CH:5]=[C:4]([Br:14])[CH:3]=1.[CH2:15]([C:17]1[CH:24]=[CH:23][CH:22]=[C:21]([CH3:25])[C:18]=1[CH2:19]Cl)[CH3:16].C(=O)([O-])[O-].[K+].[K+].[I-].[K+], predict the reaction product. The product is: [Br:14][C:4]1[CH:3]=[C:2]([NH:1][CH2:19][C:18]2[C:21]([CH3:25])=[CH:22][CH:23]=[CH:24][C:17]=2[CH2:15][CH3:16])[C:10]2[N:9]=[C:8]([CH2:11][OH:12])[N:7]([CH3:13])[C:6]=2[CH:5]=1. (4) Given the reactants C(O[CH:4](O)[C:5]([C:7]1[CH:8]=[C:9]([NH:13][S:14]([C:17]2[CH:22]=[CH:21][CH:20]=[CH:19][CH:18]=2)(=[O:16])=[O:15])[CH:10]=[CH:11][CH:12]=1)=[O:6])C.C(OC([NH:31][C:32]([CH3:50])([CH3:49])[CH2:33][CH2:34][N:35]1[C:43]2[CH:42]=[C:41]([C:44]([O:46][CH2:47][CH3:48])=[O:45])[N:40]=[CH:39][C:38]=2[N:37]=[CH:36]1)=O)(C)(C)C.[BH4-].[Na+].C(=O)([O-])[O-].[Na+].[Na+], predict the reaction product. The product is: [C:17]1([S:14]([NH:13][C:9]2[CH:8]=[C:7]([CH:5]([OH:6])[CH2:4][NH:31][C:32]([CH3:49])([CH3:50])[CH2:33][CH2:34][N:35]3[C:43]4[CH:42]=[C:41]([C:44]([O:46][CH2:47][CH3:48])=[O:45])[N:40]=[CH:39][C:38]=4[N:37]=[CH:36]3)[CH:12]=[CH:11][CH:10]=2)(=[O:15])=[O:16])[CH:18]=[CH:19][CH:20]=[CH:21][CH:22]=1. (5) Given the reactants Cl.O1[CH2:7][CH2:6][O:5][CH2:4]C1.COC1C=CC(C[O:15][C:16]2[N:21]=[C:20]([C:22]3[CH:35]=[CH:34][CH:33]=[C:32]4[C:23]=3[O:24][C:25]3[CH:26]=[CH:27][C:28]([NH:36]C(=O)OC(C)(C)C)=[CH:29][C:30]=3[CH2:31]4)[CH:19]=[C:18]([N:44]3[CH2:49]CO[CH2:46][CH2:45]3)[CH:17]=2)=CC=1.[C:52](=[O:55])([O-])O.[Na+], predict the reaction product. The product is: [CH3:4][O:5][C:6]1[CH:7]=[CH:23][C:22]([CH2:35][NH:36][C:28]2[CH:29]=[C:30]3[C:25]([O:24][C:23]4[C:22]([C:20]5[NH:21][C:16](=[O:15])[CH:17]=[C:18]([N:44]6[CH2:49][CH2:52][O:55][CH2:46][CH2:45]6)[CH:19]=5)=[CH:35][CH:34]=[CH:33][C:32]=4[CH2:31]3)=[CH:26][CH:27]=2)=[CH:20][CH:19]=1. (6) Given the reactants [Br:1][C:2]1[CH:3]=[C:4]2[C:9](=[CH:10][CH:11]=1)[N:8]=[C:7]([C:12]([OH:14])=[O:13])[CH:6]=[CH:5]2.[CH3:15]S(O)(=O)=O.C(=O)(O)[O-].[Na+], predict the reaction product. The product is: [Br:1][C:2]1[CH:3]=[C:4]2[C:9](=[CH:10][CH:11]=1)[N:8]=[C:7]([C:12]([O:14][CH3:15])=[O:13])[CH:6]=[CH:5]2. (7) Given the reactants [CH2:1]([O:5][CH2:6][CH2:7][O:8][C:9]1[CH:14]=[CH:13][C:12]([C:15]2[CH:16]=[CH:17][C:18]3[NH:24][CH2:23][CH2:22][C:21]([C:25]([O:27][CH3:28])=[O:26])=[CH:20][C:19]=3[CH:29]=2)=[CH:11][CH:10]=1)[CH2:2][CH2:3][CH3:4].N1C=CC=CC=1.[CH3:36][S:37](O[S:37]([CH3:36])(=[O:39])=[O:38])(=[O:39])=[O:38].O, predict the reaction product. The product is: [CH2:1]([O:5][CH2:6][CH2:7][O:8][C:9]1[CH:10]=[CH:11][C:12]([C:15]2[CH:16]=[CH:17][C:18]3[N:24]([S:37]([CH3:36])(=[O:39])=[O:38])[CH2:23][CH2:22][C:21]([C:25]([O:27][CH3:28])=[O:26])=[CH:20][C:19]=3[CH:29]=2)=[CH:13][CH:14]=1)[CH2:2][CH2:3][CH3:4].